This data is from Full USPTO retrosynthesis dataset with 1.9M reactions from patents (1976-2016). The task is: Predict the reactants needed to synthesize the given product. (1) Given the product [CH3:28][O:29][C:30]1[CH:31]=[C:32]2[C:37](=[CH:38][C:39]=1[O:40][CH3:41])[N:36]=[CH:35][N:34]=[C:33]2[O:42][C:43]1[CH:49]=[CH:48][C:46]([NH:47][C:26]([NH:25][C:19](=[O:24])[CH2:20][CH2:21][CH2:22][CH3:23])=[S:27])=[CH:45][CH:44]=1, predict the reactants needed to synthesize it. The reactants are: S(Cl)(Cl)=O.C(O)(=O)CCCC.C(Cl)(=O)CCCC.[C:19]([N:25]=[C:26]=[S:27])(=[O:24])[CH2:20][CH2:21][CH2:22][CH3:23].[CH3:28][O:29][C:30]1[CH:31]=[C:32]2[C:37](=[CH:38][C:39]=1[O:40][CH3:41])[N:36]=[CH:35][N:34]=[C:33]2[O:42][C:43]1[CH:49]=[CH:48][C:46]([NH2:47])=[CH:45][CH:44]=1. (2) Given the product [CH3:14][C:13]([CH3:16])([CH3:15])[C:12]([C:11]1[C:5]2[C:6](=[N:7][CH:8]=[C:3]([C:2]([C:18]3[CH:19]=[N:20][CH:21]=[CH:22][CH:23]=3)=[O:1])[N:4]=2)[NH:9][CH:10]=1)=[O:17], predict the reactants needed to synthesize it. The reactants are: [OH:1][CH:2]([C:18]1[CH:19]=[N:20][CH:21]=[CH:22][CH:23]=1)[C:3]1[N:4]=[C:5]2[C:11]([C:12](=[O:17])[C:13]([CH3:16])([CH3:15])[CH3:14])=[CH:10][NH:9][C:6]2=[N:7][CH:8]=1.CC(OI1(OC(C)=O)(OC(C)=O)OC(=O)C2C=CC=CC1=2)=O.